Dataset: Reaction yield outcomes from USPTO patents with 853,638 reactions. Task: Predict the reaction yield, written as a fraction of the theoretical maximum amount of product (1.0 means a 100% yield; for example, 0.34 means a 34% yield). (1) The reactants are [NH2:1][CH:2]1[CH2:7][CH2:6][N:5]([C:8]([O:10][C:11]([CH3:14])([CH3:13])[CH3:12])=[O:9])[CH2:4][CH2:3]1.[Cl:15][C:16]1[CH:23]=[CH:22][C:19]([CH2:20]Br)=[CH:18][CH:17]=1.C(N(CC)CC)C. The catalyst is C(Cl)Cl. The product is [C:11]([O:10][C:8]([N:5]1[CH2:4][CH2:3][CH:2]([NH:1][CH2:20][C:19]2[CH:22]=[CH:23][C:16]([Cl:15])=[CH:17][CH:18]=2)[CH2:7][CH2:6]1)=[O:9])([CH3:14])([CH3:13])[CH3:12]. The yield is 0.270. (2) The reactants are Cl[C:2]1[N:7]=[C:6]([NH:8][CH2:9][C@H:10]2[C@@H:19]3[N:14]([CH2:15][CH2:16][CH2:17][CH2:18]3)[CH2:13][CH2:12][CH2:11]2)[C:5]([F:20])=[CH:4][N:3]=1.[NH2:21][C:22]1[CH:23]=[CH:24][C:25]([O:35][CH:36]2[CH2:39][O:38][CH2:37]2)=[C:26]([N:28]2[C:32](=[O:33])[N:31]([CH3:34])[N:30]=[N:29]2)[CH:27]=1.C1C=CC(P(C2C(C3C(P(C4C=CC=CC=4)C4C=CC=CC=4)=CC=C4C=3C=CC=C4)=C3C(C=CC=C3)=CC=2)C2C=CC=CC=2)=CC=1.C([O-])([O-])=O.[Cs+].[Cs+]. The catalyst is CC([O-])=O.CC([O-])=O.[Pd+2].O1CCOCC1. The product is [NH3:3].[CH3:32][OH:33].[C@H:10]1([CH2:9][NH:8][C:6]2[C:5]([F:20])=[CH:4][N:3]=[C:2]([NH:21][C:22]3[CH:23]=[CH:24][C:25]([O:35][CH:36]4[CH2:39][O:38][CH2:37]4)=[C:26]([N:28]4[C:32](=[O:33])[N:31]([CH3:34])[N:30]=[N:29]4)[CH:27]=3)[N:7]=2)[C@@H:19]2[N:14]([CH2:15][CH2:16][CH2:17][CH2:18]2)[CH2:13][CH2:12][CH2:11]1. The yield is 0.0100. (3) The reactants are C(S[C:5]1[CH:10]=[CH:9][C:8]([N:11]2[C:16](=[O:17])[C:15]([CH2:18][C:19]3[CH:24]=[CH:23][C:22]([C:25]4[CH:30]=[CH:29][CH:28]=[CH:27][C:26]=4[C:31]4[NH:35][C:34](=[O:36])[O:33][N:32]=4)=[CH:21][CH:20]=3)=[C:14]([CH2:37][CH2:38][CH3:39])[N:13]=[C:12]2[CH3:40])=[CH:7][CH:6]=1)(C)C.Cl[C:42]1[CH:43]=C(C(OO)=O)C=C[CH:47]=1.C(OCC)(=O)C.[S:58]([O-:62])([O-])(=[O:60])=S.[Na+].[Na+]. The catalyst is C(#N)C.O. The product is [CH:42]([S:58]([C:5]1[CH:10]=[CH:9][C:8]([N:11]2[C:16](=[O:17])[C:15]([CH2:18][C:19]3[CH:24]=[CH:23][C:22]([C:25]4[CH:30]=[CH:29][CH:28]=[CH:27][C:26]=4[C:31]4[NH:35][C:34](=[O:36])[O:33][N:32]=4)=[CH:21][CH:20]=3)=[C:14]([CH2:37][CH2:38][CH3:39])[N:13]=[C:12]2[CH3:40])=[CH:7][CH:6]=1)(=[O:62])=[O:60])([CH3:43])[CH3:47]. The yield is 0.710. (4) The reactants are [CH2:1]([C:9]1[CH:15]=[CH:14][C:12]([NH2:13])=[CH:11][CH:10]=1)[CH2:2][CH2:3][CH2:4][CH2:5][CH2:6][CH2:7][CH3:8].[Br:16][C:17]1[CH:22]=[CH:21][CH:20]=[CH:19][C:18]=1I.C(O[Na])(C)(C)C. The catalyst is CC([O-])=O.CC([O-])=O.[Pd+2].O(C1C=CC=CC=1P(C1C=CC=CC=1)C1C=CC=CC=1)C1C=CC=CC=1P(C1C=CC=CC=1)C1C=CC=CC=1. The product is [Br:16][C:17]1[CH:22]=[CH:21][CH:20]=[CH:19][C:18]=1[NH:13][C:12]1[CH:11]=[CH:10][C:9]([CH2:1][CH2:2][CH2:3][CH2:4][CH2:5][CH2:6][CH2:7][CH3:8])=[CH:15][CH:14]=1. The yield is 0.880. (5) The reactants are [CH2:1]([O:3][C:4]([C:6]1[S:7][C:8]2[C:17]3[N:16]=[C:15]([NH:18][C:19]4[CH:24]=[CH:23][CH:22]=[C:21]([S:25](=[O:28])(=[O:27])[NH2:26])[CH:20]=4)[N:14]=[CH:13][C:12]=3[CH2:11][CH2:10][C:9]=2[N:29]=1)=[O:5])[CH3:2].ClC1C(=O)C(C#N)=C(C#N)C(=O)C=1Cl. The catalyst is O1CCOCC1. The product is [CH2:1]([O:3][C:4]([C:6]1[S:7][C:8]2[C:17]3[N:16]=[C:15]([NH:18][C:19]4[CH:24]=[CH:23][CH:22]=[C:21]([S:25](=[O:28])(=[O:27])[NH2:26])[CH:20]=4)[N:14]=[CH:13][C:12]=3[CH:11]=[CH:10][C:9]=2[N:29]=1)=[O:5])[CH3:2]. The yield is 0.860.